From a dataset of Catalyst prediction with 721,799 reactions and 888 catalyst types from USPTO. Predict which catalyst facilitates the given reaction. (1) Reactant: [OH-].[Na+].[CH3:3][C:4]1[C:8]([C:9]2[CH:18]=[C:17]3[C:12]([C:13]([NH:33][C:34]4[CH:35]=[C:36]([CH:42]=[CH:43][CH:44]=4)[C:37]([O:39]CC)=[O:38])=[C:14]([C:19]([NH:21][CH2:22][C:23]4[CH:28]=[CH:27][CH:26]=[C:25]([C:29]([F:32])([F:31])[F:30])[CH:24]=4)=[O:20])[CH:15]=[N:16]3)=[CH:11][CH:10]=2)=[C:7]([CH3:45])[O:6][N:5]=1. Product: [CH3:3][C:4]1[C:8]([C:9]2[CH:18]=[C:17]3[C:12]([C:13]([NH:33][C:34]4[CH:35]=[C:36]([CH:42]=[CH:43][CH:44]=4)[C:37]([OH:39])=[O:38])=[C:14]([C:19]([NH:21][CH2:22][C:23]4[CH:28]=[CH:27][CH:26]=[C:25]([C:29]([F:31])([F:30])[F:32])[CH:24]=4)=[O:20])[CH:15]=[N:16]3)=[CH:11][CH:10]=2)=[C:7]([CH3:45])[O:6][N:5]=1. The catalyst class is: 8. (2) Reactant: [H-].[Na+].[C:3]([O:9][CH3:10])(=[O:8])[CH2:4][C:5]([CH3:7])=[O:6].[F:11][C:12]1[C:19]([F:20])=[CH:18][CH:17]=[CH:16][C:13]=1[CH2:14]Br. Product: [F:11][C:12]1[C:19]([F:20])=[CH:18][CH:17]=[CH:16][C:13]=1[CH2:14][CH:4]([C:5](=[O:6])[CH3:7])[C:3]([O:9][CH3:10])=[O:8]. The catalyst class is: 1. (3) Reactant: Br[C:2]1[C:7]([C:8]2[CH:13]=[C:12]([F:14])[CH:11]=[C:10]([F:15])[CH:9]=2)=[C:6]([C:16](=[O:18])[CH3:17])[CH:5]=[C:4]([Cl:19])[CH:3]=1.[CH2:20]([O:22][CH:23]([N:25]1[CH:29]=[C:28](B2OC(C)(C)C(C)(C)O2)[CH:27]=[N:26]1)[CH3:24])[CH3:21].C(=O)([O-])[O-].[Na+].[Na+].O1CCOCC1. Product: [Cl:19][C:4]1[CH:3]=[C:2]([C:28]2[CH:27]=[N:26][N:25]([CH:23]([O:22][CH2:20][CH3:21])[CH3:24])[CH:29]=2)[C:7]([C:8]2[CH:13]=[C:12]([F:14])[CH:11]=[C:10]([F:15])[CH:9]=2)=[C:6]([C:16](=[O:18])[CH3:17])[CH:5]=1. The catalyst class is: 73. (4) Reactant: [C:1]([O:5][C:6]([NH:8][CH:9](P(OC)(OC)=O)[C:10]([O:12][CH3:13])=[O:11])=[O:7])([CH3:4])([CH3:3])[CH3:2].N12CCCN=C1CCCCC2.[C:31]([N:35]1[C:39](=[O:40])[CH2:38][CH:37]([C:41]2[CH:48]=[CH:47][C:44]([CH:45]=O)=[CH:43][C:42]=2[F:49])[S:36]1(=[O:51])=[O:50])([CH3:34])([CH3:33])[CH3:32]. The catalyst class is: 2. Product: [C:1]([O:5][C:6]([NH:8]/[C:9](=[CH:45]\[C:44]1[CH:47]=[CH:48][C:41]([CH:37]2[S:36](=[O:51])(=[O:50])[N:35]([C:31]([CH3:32])([CH3:34])[CH3:33])[C:39](=[O:40])[CH2:38]2)=[C:42]([F:49])[CH:43]=1)/[C:10]([O:12][CH3:13])=[O:11])=[O:7])([CH3:2])([CH3:3])[CH3:4]. (5) Reactant: [S-:1][C:2]#[N:3].[K+].[F:5][C:6]1[CH:11]=[CH:10][C:9]([C:12]2[CH:13]=[CH:14][C:15]3[N:16]([C:18]([S:21][C:22]4[CH:28]=[CH:27][C:25]([NH2:26])=[CH:24][CH:23]=4)=[CH:19][N:20]=3)[CH:17]=2)=[CH:8][CH:7]=1.BrBr.[OH-].[Na+]. Product: [F:5][C:6]1[CH:7]=[CH:8][C:9]([C:12]2[CH:13]=[CH:14][C:15]3[N:16]([C:18]([S:21][C:22]4[CH:28]=[CH:27][C:25]5[N:26]=[C:2]([NH2:3])[S:1][C:24]=5[CH:23]=4)=[CH:19][N:20]=3)[CH:17]=2)=[CH:10][CH:11]=1. The catalyst class is: 86. (6) Reactant: C([O:3][C:4](=[O:27])[CH2:5][CH2:6][N:7]1[C:15]2[C:10](=[CH:11][CH:12]=[CH:13][CH:14]=2)[C:9]([CH:16]=[C:17]2[C:25]3[C:20](=[CH:21][CH:22]=[CH:23][CH:24]=3)[NH:19][C:18]2=[O:26])=[CH:8]1)C.[Li+].[OH-].Cl. Product: [O:26]=[C:18]1[C:17](=[CH:16][C:9]2[C:10]3[C:15](=[CH:14][CH:13]=[CH:12][CH:11]=3)[N:7]([CH2:6][CH2:5][C:4]([OH:27])=[O:3])[CH:8]=2)[C:25]2[C:20](=[CH:21][CH:22]=[CH:23][CH:24]=2)[NH:19]1. The catalyst class is: 5. (7) Reactant: [OH-].[Na+].C[O:4][C:5](=[O:31])/[CH:6]=[CH:7]/[C:8]1[CH:9]=[C:10]2[C:27](=[CH:28][CH:29]=1)[O:26][C:13]1([CH2:18][CH2:17][N:16]([C:19]([O:21][C:22]([CH3:25])([CH3:24])[CH3:23])=[O:20])[CH2:15][CH2:14]1)[CH2:12][C:11]2=[O:30]. Product: [C:22]([O:21][C:19]([N:16]1[CH2:17][CH2:18][C:13]2([CH2:12][C:11](=[O:30])[C:10]3[C:27](=[CH:28][CH:29]=[C:8](/[CH:7]=[CH:6]/[C:5]([OH:31])=[O:4])[CH:9]=3)[O:26]2)[CH2:14][CH2:15]1)=[O:20])([CH3:25])([CH3:23])[CH3:24]. The catalyst class is: 72. (8) Reactant: [H-].[Na+].[C:3]([C:7]1[O:11][N:10]=[C:9]([NH:12][C:13]([NH:15][C:16]2[CH:21]=[CH:20][CH:19]=[C:18]([SH:22])[CH:17]=2)=[O:14])[CH:8]=1)([CH3:6])([CH3:5])[CH3:4].Cl[C:24]1[C:33]2[C:28](=[CH:29][C:30]([O:42][CH3:43])=[C:31]([O:34][CH2:35][CH2:36][CH2:37][S:38]([CH3:41])(=[O:40])=[O:39])[CH:32]=2)[N:27]=[CH:26][N:25]=1. Product: [C:3]([C:7]1[O:11][N:10]=[C:9]([NH:12][C:13]([NH:15][C:16]2[CH:21]=[CH:20][CH:19]=[C:18]([S:22][C:24]3[C:33]4[C:28](=[CH:29][C:30]([O:42][CH3:43])=[C:31]([O:34][CH2:35][CH2:36][CH2:37][S:38]([CH3:41])(=[O:39])=[O:40])[CH:32]=4)[N:27]=[CH:26][N:25]=3)[CH:17]=2)=[O:14])[CH:8]=1)([CH3:6])([CH3:4])[CH3:5]. The catalyst class is: 355.